From a dataset of Forward reaction prediction with 1.9M reactions from USPTO patents (1976-2016). Predict the product of the given reaction. Given the reactants [F:1][C:2]1[C:3]([N+:11]([O-])=O)=[C:4]([CH:7]=[C:8]([F:10])[CH:9]=1)[C:5]#[N:6].[Cl-].[NH4+].C([OH:18])C, predict the reaction product. The product is: [NH2:11][C:3]1[C:2]([F:1])=[CH:9][C:8]([F:10])=[CH:7][C:4]=1[C:5]([NH2:6])=[O:18].